From a dataset of Catalyst prediction with 721,799 reactions and 888 catalyst types from USPTO. Predict which catalyst facilitates the given reaction. (1) Reactant: C(NC(C)C)(C)C.[Li]CCCC.[CH2:13]([O:15][C:16]([CH:18]1[CH2:21][CH2:20][CH2:19]1)=[O:17])[CH3:14].[CH3:22][S:23]([O:26][C@H:27]([CH2:29][CH2:30]I)[CH3:28])(=[O:25])=[O:24]. Product: [CH3:22][S:23]([O:26][C@@H:27]([CH3:28])[CH2:29][CH2:30][C:18]1([C:16]([O:15][CH2:13][CH3:14])=[O:17])[CH2:21][CH2:20][CH2:19]1)(=[O:25])=[O:24]. The catalyst class is: 1. (2) Reactant: [NH2:1][C:2]1[N:7]=[CH:6][N:5]=[C:4]([NH:8][C@H:9]([C:11]2[N:16]([C:17]3[CH:22]=[CH:21][CH:20]=[CH:19][CH:18]=3)[C:15](=[O:23])[C:14]3=[C:24]([CH3:27])[CH:25]=[CH:26][N:13]3[N:12]=2)[CH3:10])[C:3]=1I.[OH:29][C:30]1[CH:31]=[C:32]([CH:37]=[C:38](B2OC(C)(C)C(C)(C)O2)[CH:39]=1)[C:33]([O:35][CH3:36])=[O:34].C(=O)([O-])[O-].[Na+].[Na+]. Product: [NH2:1][C:2]1[C:3]([C:38]2[CH:37]=[C:32]([CH:31]=[C:30]([OH:29])[CH:39]=2)[C:33]([O:35][CH3:36])=[O:34])=[C:4]([NH:8][C@H:9]([C:11]2[N:16]([C:17]3[CH:22]=[CH:21][CH:20]=[CH:19][CH:18]=3)[C:15](=[O:23])[C:14]3=[C:24]([CH3:27])[CH:25]=[CH:26][N:13]3[N:12]=2)[CH3:10])[N:5]=[CH:6][N:7]=1. The catalyst class is: 12. (3) Reactant: [Li]CCCC.C(NC(C)C)(C)C.[Br:13][C:14]1[CH:19]=[N:18][C:17]([O:20][CH3:21])=[C:16]2[N:22]([S:25]([C:28]3[CH:34]=[CH:33][C:31]([CH3:32])=[CH:30][CH:29]=3)(=[O:27])=[O:26])[CH:23]=[CH:24][C:15]=12.[Li].[I:36]I.[O-]S([O-])(=S)=O.[Na+].[Na+]. Product: [Br:13][C:14]1[CH:19]=[N:18][C:17]([O:20][CH3:21])=[C:16]2[N:22]([S:25]([C:28]3[CH:34]=[CH:33][C:31]([CH3:32])=[CH:30][CH:29]=3)(=[O:27])=[O:26])[C:23]([I:36])=[CH:24][C:15]=12. The catalyst class is: 7. (4) The catalyst class is: 5. Reactant: [Cl:1][C:2]1[CH:7]=[C:6]([NH:8][CH2:9][CH2:10][C:11]2[CH:16]=[CH:15][C:14]([Cl:17])=[CH:13][C:12]=2[Cl:18])[N:5]=[C:4]([CH:19]=[O:20])[N:3]=1.[BH4-].[Na+].O. Product: [Cl:1][C:2]1[CH:7]=[C:6]([NH:8][CH2:9][CH2:10][C:11]2[CH:16]=[CH:15][C:14]([Cl:17])=[CH:13][C:12]=2[Cl:18])[N:5]=[C:4]([CH2:19][OH:20])[N:3]=1. (5) Reactant: [Cl:1][C:2]1[C:26]([Cl:27])=[CH:25][CH:24]=[CH:23][C:3]=1[CH2:4][N:5]1[C:10](=[O:11])[C:9]([C:12]#[N:13])=[CH:8][N:7]([C:14]2[CH:19]=[CH:18][C:17]([O:20][CH3:21])=[CH:16][CH:15]=2)[C:6]1=[O:22].C([Sn](=O)CCCC)CCC.C[Si]([N:42]=[N+:43]=[N-:44])(C)C.C(O)C. Product: [Cl:1][C:2]1[C:26]([Cl:27])=[CH:25][CH:24]=[CH:23][C:3]=1[CH2:4][N:5]1[C:10](=[O:11])[C:9]([C:12]2[NH:44][N:43]=[N:42][N:13]=2)=[CH:8][N:7]([C:14]2[CH:19]=[CH:18][C:17]([O:20][CH3:21])=[CH:16][CH:15]=2)[C:6]1=[O:22]. The catalyst class is: 11. (6) Reactant: C1(C)C=CC=CC=1OC1C=CC=CC=1[C@]([C@@H]1CCCN([C:28]([C@@H:30]2[CH2:34][C@@H:33]([OH:35])[C@H:32]([N:36](C)[CH3:37])[CH2:31]2)=[O:29])C1)(O)CCCCOC.CN(C)C1C2C(=CC=CC=2N(C)C)C=CC=1.ClC(OC(Cl)C)=O. Product: [OH:35][C@H:33]1[C@H:32]([NH:36][CH3:37])[CH2:31][C@H:30]([CH:28]=[O:29])[CH2:34]1. The catalyst class is: 26. (7) Reactant: [Cl:1][C:2]1[C:3]([NH:15][C:16]([C:18]2[N:19]([CH3:27])[N:20]=[C:21]3[C:26]=2[CH:25]=[CH:24][CH:23]=[CH:22]3)=[O:17])=[CH:4][C:5]([F:14])=[C:6]([CH2:8][C:9]([O:11]CC)=[O:10])[CH:7]=1.C1COCC1.[OH-].[Na+]. Product: [Cl:1][C:2]1[C:3]([NH:15][C:16]([C:18]2[N:19]([CH3:27])[N:20]=[C:21]3[C:26]=2[CH:25]=[CH:24][CH:23]=[CH:22]3)=[O:17])=[CH:4][C:5]([F:14])=[C:6]([CH2:8][C:9]([OH:11])=[O:10])[CH:7]=1. The catalyst class is: 33. (8) Reactant: [N+:1]([C:4]1[CH:5]=[C:6]2[C:10](=[CH:11][CH:12]=1)[NH:9][C:8]([C:13]([O:15][CH2:16][CH3:17])=[O:14])=[CH:7]2)([O-:3])=[O:2].[C:18](=O)([O-])[O-].[K+].[K+].CI.C(#N)C. Product: [CH3:18][N:9]1[C:10]2[C:6](=[CH:5][C:4]([N+:1]([O-:3])=[O:2])=[CH:12][CH:11]=2)[CH:7]=[C:8]1[C:13]([O:15][CH2:16][CH3:17])=[O:14]. The catalyst class is: 6.